This data is from TCR-epitope binding with 47,182 pairs between 192 epitopes and 23,139 TCRs. The task is: Binary Classification. Given a T-cell receptor sequence (or CDR3 region) and an epitope sequence, predict whether binding occurs between them. (1) The epitope is RILGAGCFV. The TCR CDR3 sequence is CASSLSESPYEQYF. Result: 0 (the TCR does not bind to the epitope). (2) The epitope is GLIYNRMGAVTTEV. The TCR CDR3 sequence is CASSYDASGLTYEQYF. Result: 0 (the TCR does not bind to the epitope). (3) The epitope is YLDAYNMMI. The TCR CDR3 sequence is CAISEWDRGGKNTEAFF. Result: 1 (the TCR binds to the epitope). (4) The epitope is YLDAYNMMI. The TCR CDR3 sequence is CSVFRDADRADTQYF. Result: 1 (the TCR binds to the epitope). (5) The epitope is VLWAHGFEL. Result: 1 (the TCR binds to the epitope). The TCR CDR3 sequence is CASSISGNNPNEQFF.